This data is from Forward reaction prediction with 1.9M reactions from USPTO patents (1976-2016). The task is: Predict the product of the given reaction. (1) Given the reactants [C:1]([C:5]1[CH:10]=[C:9]([CH3:11])[CH:8]=[C:7]([C:12]([CH3:15])([CH3:14])[CH3:13])[CH:6]=1)([CH3:4])([CH3:3])[CH3:2].C1C(=O)[N:20](Br)[C:18](=O)C1.[C-]#N.[Na+].O, predict the reaction product. The product is: [C:1]([C:5]1[CH:10]=[C:9]([CH2:11][C:18]#[N:20])[CH:8]=[C:7]([C:12]([CH3:15])([CH3:14])[CH3:13])[CH:6]=1)([CH3:4])([CH3:3])[CH3:2]. (2) Given the reactants [NH2:1][C:2]1[N:7]=[C:6]([Cl:8])[C:5]([NH:9][CH:10]=[O:11])=[C:4](Cl)[N:3]=1.[NH2:13][C@@H:14]1[CH2:18][C@H:17]([CH2:19][OH:20])[CH:16]=[CH:15]1.C(N(CC)CC)C, predict the reaction product. The product is: [NH2:1][C:2]1[N:3]=[C:4]([NH:13][C@@H:14]2[CH2:18][C@H:17]([CH2:19][OH:20])[CH:16]=[CH:15]2)[C:5]([NH:9][CH:10]=[O:11])=[C:6]([Cl:8])[N:7]=1. (3) Given the reactants [CH:1]1([CH2:4][O:5][C:6]2[CH:7]=[C:8]([CH:12]=[CH:13][C:14]=2[O:15][CH:16]([F:18])[F:17])[C:9](Cl)=[O:10])[CH2:3][CH2:2]1.[Cl:19][C:20]1[CH:21]=[N:22][CH:23]=[C:24]([Cl:27])[C:25]=1[CH3:26].[CH3:28][O:29][C:30]1[CH:31]=[C:32]([CH:36]=[CH:37][C:38]=1[O:39][CH3:40])[C:33](Cl)=[O:34], predict the reaction product. The product is: [CH:1]1([CH2:4][O:5][C:6]2[CH:7]=[C:8](/[C:9](/[O:10][C:33](=[O:34])[C:32]3[CH:36]=[CH:37][C:38]([O:39][CH3:40])=[C:30]([O:29][CH3:28])[CH:31]=3)=[CH:26]/[C:25]3[C:24]([Cl:27])=[CH:23][N:22]=[CH:21][C:20]=3[Cl:19])[CH:12]=[CH:13][C:14]=2[O:15][CH:16]([F:18])[F:17])[CH2:3][CH2:2]1. (4) Given the reactants [CH:1]1([CH2:5][N:6]2[C:10]3[CH:11]=[CH:12][C:13]([N+:15]([O-])=O)=[CH:14][C:9]=3[N:8]=[N:7]2)[CH2:4][CH2:3][CH2:2]1, predict the reaction product. The product is: [CH:1]1([CH2:5][N:6]2[C:10]3[CH:11]=[CH:12][C:13]([NH2:15])=[CH:14][C:9]=3[N:8]=[N:7]2)[CH2:2][CH2:3][CH2:4]1. (5) Given the reactants [C:1]([C:3]1[CH:8]=[CH:7][C:6]([N:9]2[CH:13]([C:14]3[CH2:18][CH2:17][CH2:16][CH:15]=3)[CH:12]3[CH2:19][O:20][C:21]4[CH:22]=[C:23]([C:27]([O:29]C)=[O:28])[CH:24]=[CH:25][C:26]=4[C:11]3=[N:10]2)=[CH:5][C:4]=1[CH3:31])#[N:2].[OH-].[Na+], predict the reaction product. The product is: [C:1]([C:3]1[CH:8]=[CH:7][C:6]([N:9]2[CH:13]([C:14]3[CH2:18][CH2:17][CH2:16][CH:15]=3)[CH:12]3[CH2:19][O:20][C:21]4[CH:22]=[C:23]([C:27]([OH:29])=[O:28])[CH:24]=[CH:25][C:26]=4[C:11]3=[N:10]2)=[CH:5][C:4]=1[CH3:31])#[N:2]. (6) Given the reactants Cl[C:2]1[CH:7]=[C:6]([NH:8][C:9](=[O:11])[CH3:10])[CH:5]=[CH:4][N:3]=1.[CH3:12][CH:13]([N:15]1[CH2:20][CH2:19][NH:18][CH2:17][CH2:16]1)[CH3:14], predict the reaction product. The product is: [CH:13]([N:15]1[CH2:20][CH2:19][N:18]([C:2]2[CH:7]=[C:6]([NH:8][C:9](=[O:11])[CH3:10])[CH:5]=[CH:4][N:3]=2)[CH2:17][CH2:16]1)([CH3:14])[CH3:12]. (7) The product is: [NH:1]1[C:9]2[C:4](=[CH:5][CH:6]=[CH:7][CH:8]=2)[C:3]([C:11]2[CH2:16][CH2:15][N:14]([C:17]([O:19][C:20]([CH3:23])([CH3:22])[CH3:21])=[O:18])[CH2:13][CH:12]=2)=[CH:2]1. Given the reactants [NH:1]1[C:9]2[C:4](=[CH:5][CH:6]=[CH:7][CH:8]=2)[CH:3]=[CH:2]1.O=[C:11]1[CH2:16][CH2:15][N:14]([C:17]([O:19][C:20]([CH3:23])([CH3:22])[CH3:21])=[O:18])[CH2:13][CH2:12]1.[OH-].[K+], predict the reaction product. (8) Given the reactants [C:1]([O:5][C:6]([NH:8][CH:9]([CH2:15][C:16]1[CH:21]=[CH:20][CH:19]=[CH:18][CH:17]=1)[C@H:10]([OH:14])[C:11]([OH:13])=O)=[O:7])([CH3:4])([CH3:3])[CH3:2].[CH2:22](CN)[C:23]1[CH:28]=[CH:27][CH:26]=[CH:25][CH:24]=1.[CH:31]([N:34](CC)C(C)C)(C)C.CN(C(ON1N=NC2C=CC=NC1=2)=[N+](C)C)C.F[P-](F)(F)(F)(F)F, predict the reaction product. The product is: [C:1]([O:5][C:6](=[O:7])[NH:8][C@@H:9]([CH2:15][C:16]1[CH:21]=[CH:20][CH:19]=[CH:18][CH:17]=1)[CH:10]([C:11](=[O:13])[N:34]([CH2:22][C:23]1[CH:24]=[CH:25][CH:26]=[CH:27][CH:28]=1)[CH3:31])[OH:14])([CH3:2])([CH3:3])[CH3:4].